This data is from NCI-60 drug combinations with 297,098 pairs across 59 cell lines. The task is: Regression. Given two drug SMILES strings and cell line genomic features, predict the synergy score measuring deviation from expected non-interaction effect. (1) Drug 1: C1=CC(=CC=C1C#N)C(C2=CC=C(C=C2)C#N)N3C=NC=N3. Drug 2: CCN(CC)CCNC(=O)C1=C(NC(=C1C)C=C2C3=C(C=CC(=C3)F)NC2=O)C. Cell line: HOP-92. Synergy scores: CSS=-2.72, Synergy_ZIP=0.301, Synergy_Bliss=-2.38, Synergy_Loewe=-1.59, Synergy_HSA=-3.29. (2) Drug 1: C1CN1C2=NC(=NC(=N2)N3CC3)N4CC4. Drug 2: CC1C(C(CC(O1)OC2CC(CC3=C2C(=C4C(=C3O)C(=O)C5=C(C4=O)C(=CC=C5)OC)O)(C(=O)C)O)N)O.Cl. Cell line: CAKI-1. Synergy scores: CSS=38.0, Synergy_ZIP=-5.55, Synergy_Bliss=-1.40, Synergy_Loewe=-9.53, Synergy_HSA=0.293. (3) Drug 1: C1C(C(OC1N2C=NC3=C(N=C(N=C32)Cl)N)CO)O. Drug 2: CC12CCC3C(C1CCC2OP(=O)(O)O)CCC4=C3C=CC(=C4)OC(=O)N(CCCl)CCCl.[Na+]. Cell line: RXF 393. Synergy scores: CSS=-0.269, Synergy_ZIP=-2.53, Synergy_Bliss=-3.77, Synergy_Loewe=-4.08, Synergy_HSA=-5.04. (4) Drug 1: CC1=C2C(C(=O)C3(C(CC4C(C3C(C(C2(C)C)(CC1OC(=O)C(C(C5=CC=CC=C5)NC(=O)OC(C)(C)C)O)O)OC(=O)C6=CC=CC=C6)(CO4)OC(=O)C)O)C)O. Drug 2: C1CNP(=O)(OC1)N(CCCl)CCCl. Cell line: MDA-MB-435. Synergy scores: CSS=34.5, Synergy_ZIP=-4.80, Synergy_Bliss=-10.3, Synergy_Loewe=-79.0, Synergy_HSA=-9.27. (5) Drug 1: CC1=CC2C(CCC3(C2CCC3(C(=O)C)OC(=O)C)C)C4(C1=CC(=O)CC4)C. Drug 2: CS(=O)(=O)CCNCC1=CC=C(O1)C2=CC3=C(C=C2)N=CN=C3NC4=CC(=C(C=C4)OCC5=CC(=CC=C5)F)Cl. Cell line: SN12C. Synergy scores: CSS=8.20, Synergy_ZIP=-2.16, Synergy_Bliss=0.273, Synergy_Loewe=1.10, Synergy_HSA=1.59. (6) Drug 1: C1=NC2=C(N1)C(=S)N=CN2. Drug 2: CC1=C(C=C(C=C1)C(=O)NC2=CC(=CC(=C2)C(F)(F)F)N3C=C(N=C3)C)NC4=NC=CC(=N4)C5=CN=CC=C5. Cell line: PC-3. Synergy scores: CSS=2.56, Synergy_ZIP=0.458, Synergy_Bliss=3.01, Synergy_Loewe=1.30, Synergy_HSA=1.54. (7) Drug 1: C1C(C(OC1N2C=C(C(=O)NC2=O)F)CO)O. Drug 2: CCCCC(=O)OCC(=O)C1(CC(C2=C(C1)C(=C3C(=C2O)C(=O)C4=C(C3=O)C=CC=C4OC)O)OC5CC(C(C(O5)C)O)NC(=O)C(F)(F)F)O. Cell line: M14. Synergy scores: CSS=25.1, Synergy_ZIP=-4.98, Synergy_Bliss=-3.99, Synergy_Loewe=-8.61, Synergy_HSA=-3.73. (8) Drug 1: C1=CC(=C2C(=C1NCCNCCO)C(=O)C3=C(C=CC(=C3C2=O)O)O)NCCNCCO. Drug 2: CC1C(C(CC(O1)OC2CC(OC(C2O)C)OC3=CC4=CC5=C(C(=O)C(C(C5)C(C(=O)C(C(C)O)O)OC)OC6CC(C(C(O6)C)O)OC7CC(C(C(O7)C)O)OC8CC(C(C(O8)C)O)(C)O)C(=C4C(=C3C)O)O)O)O. Cell line: SR. Synergy scores: CSS=78.2, Synergy_ZIP=8.10, Synergy_Bliss=7.78, Synergy_Loewe=-15.4, Synergy_HSA=9.25. (9) Drug 1: C1=CC(=CC=C1CCCC(=O)O)N(CCCl)CCCl. Drug 2: CN(CC1=CN=C2C(=N1)C(=NC(=N2)N)N)C3=CC=C(C=C3)C(=O)NC(CCC(=O)O)C(=O)O. Cell line: SN12C. Synergy scores: CSS=33.1, Synergy_ZIP=-4.21, Synergy_Bliss=-1.87, Synergy_Loewe=-3.90, Synergy_HSA=-1.34. (10) Drug 1: C1=CC(=CC=C1C#N)C(C2=CC=C(C=C2)C#N)N3C=NC=N3. Drug 2: CC1=C(N=C(N=C1N)C(CC(=O)N)NCC(C(=O)N)N)C(=O)NC(C(C2=CN=CN2)OC3C(C(C(C(O3)CO)O)O)OC4C(C(C(C(O4)CO)O)OC(=O)N)O)C(=O)NC(C)C(C(C)C(=O)NC(C(C)O)C(=O)NCCC5=NC(=CS5)C6=NC(=CS6)C(=O)NCCC[S+](C)C)O. Cell line: MCF7. Synergy scores: CSS=-5.56, Synergy_ZIP=1.08, Synergy_Bliss=-4.28, Synergy_Loewe=-16.1, Synergy_HSA=-14.2.